This data is from TCR-epitope binding with 47,182 pairs between 192 epitopes and 23,139 TCRs. The task is: Binary Classification. Given a T-cell receptor sequence (or CDR3 region) and an epitope sequence, predict whether binding occurs between them. The epitope is NLDSKVGGNY. The TCR CDR3 sequence is CATSEAANTGELFF. Result: 0 (the TCR does not bind to the epitope).